From a dataset of Full USPTO retrosynthesis dataset with 1.9M reactions from patents (1976-2016). Predict the reactants needed to synthesize the given product. (1) Given the product [CH:10]1[C:11]2[CH:12]([CH2:14][O:15][C:16]([N:18]([CH3:23])[CH2:19][C:20]([O:22][CH2:34][C:35]([O:37][C:38]([CH3:41])([CH3:40])[CH3:39])=[O:36])=[O:21])=[O:17])[C:13]3[C:5](=[CH:4][CH:3]=[CH:2][CH:1]=3)[C:6]=2[CH:7]=[CH:8][CH:9]=1, predict the reactants needed to synthesize it. The reactants are: [CH:1]1[C:13]2[CH:12]([CH2:14][O:15][C:16]([N:18]([CH3:23])[CH2:19][C:20]([OH:22])=[O:21])=[O:17])[C:11]3[C:6](=[CH:7][CH:8]=[CH:9][CH:10]=3)[C:5]=2[CH:4]=[CH:3][CH:2]=1.C(N(C(C)C)C(C)C)C.Br[CH2:34][C:35]([O:37][C:38]([CH3:41])([CH3:40])[CH3:39])=[O:36]. (2) Given the product [CH3:1][O:2][C:3](=[O:28])[CH:4]([N:11]1[CH2:12][C:13]([O:20][C:21]2[CH:26]=[CH:25][CH:24]=[CH:23][C:22]=2[Cl:27])=[CH:14][C:15]1=[O:16])[CH2:5][CH2:6][C:7]([F:10])([F:9])[F:8], predict the reactants needed to synthesize it. The reactants are: [CH3:1][O:2][C:3](=[O:28])[CH:4]([NH:11][CH2:12][C:13]([O:20][C:21]1[CH:26]=[CH:25][CH:24]=[CH:23][C:22]=1[Cl:27])=[CH:14][C:15](OCC)=[O:16])[CH2:5][CH2:6][C:7]([F:10])([F:9])[F:8]. (3) Given the product [C:9]([C:11]1[CH:20]=[C:19]([O:21][CH2:22][C:23]2[CH:28]=[CH:27][CH:26]=[CH:25][CH:24]=2)[C:18]2[C:13](=[CH:14][CH:15]=[CH:16][CH:17]=2)[N:12]=1)([OH:10])=[O:8], predict the reactants needed to synthesize it. The reactants are: C([O:8][C:9]([C:11]1[CH:20]=[C:19]([O:21][CH2:22][C:23]2[CH:28]=[CH:27][CH:26]=[CH:25][CH:24]=2)[C:18]2[C:13](=[CH:14][CH:15]=[CH:16][CH:17]=2)[N:12]=1)=[O:10])C1C=CC=CC=1.[Li+].[OH-]. (4) The reactants are: C(N1C2C(=CC(N[C:18]([NH:20][C:21]3[CH:26]=[CH:25][CH:24]=[C:23]([Cl:27])[C:22]=3[O:28][CH3:29])=[O:19])=CC=2)C(=O)N1)C1C=CC=CC=1.C(N1C2C(=CC([N+]([O-])=O)=CC=2)C(=O)N1)C1C=CC=CC=1. Given the product [Cl:27][C:23]1[C:22]([O:28][CH3:29])=[C:21]([N:20]=[C:18]=[O:19])[CH:26]=[CH:25][CH:24]=1, predict the reactants needed to synthesize it. (5) Given the product [I-:15].[CH3:16][N+:3]1[C:4]2[C:9](=[CH:8][C:7]([N+:12]([O-:14])=[O:13])=[CH:6][CH:5]=2)[CH:10]=[CH:11][C:2]=1[CH3:1], predict the reactants needed to synthesize it. The reactants are: [CH3:1][C:2]1[CH:11]=[CH:10][C:9]2[C:4](=[CH:5][CH:6]=[C:7]([N+:12]([O-:14])=[O:13])[CH:8]=2)[N:3]=1.[I:15][CH3:16].